Dataset: Full USPTO retrosynthesis dataset with 1.9M reactions from patents (1976-2016). Task: Predict the reactants needed to synthesize the given product. (1) Given the product [C:10]([O:14][C:15](=[O:33])[CH2:16][CH2:17][C:18]1[CH:31]=[CH:30][C:29]2[C:20](=[C:21]([NH2:32])[C:22]3[C:27]([N:28]=2)=[CH:26][CH:25]=[CH:24][CH:23]=3)[CH:19]=1)([CH3:13])([CH3:11])[CH3:12], predict the reactants needed to synthesize it. The reactants are: C(OC(C)(C)C)(=O)C=C.[C:10]([O:14][C:15](=[O:33])[CH:16]=[CH:17][C:18]1[CH:31]=[CH:30][C:29]2[C:20](=[C:21]([NH2:32])[C:22]3[C:27]([N:28]=2)=[CH:26][CH:25]=[CH:24][CH:23]=3)[CH:19]=1)([CH3:13])([CH3:12])[CH3:11]. (2) Given the product [CH2:1]([O:3][C:4](=[O:34])[CH2:5][C:6]1[CH:7]=[N:8][CH:9]=[C:10]([C:12]2[CH:17]=[CH:16][C:15]([C:18]3[N:45]=[N:46][NH:47][N:19]=3)=[CH:14][C:13]=2[CH2:20][N:21]([CH2:27][C:28]2[CH:29]=[CH:30][CH:31]=[CH:32][CH:33]=2)[C:22]([CH:24]2[CH2:26][CH2:25]2)=[O:23])[CH:11]=1)[CH3:2].[CH2:27]([N:21]([CH2:20][C:13]1[CH:14]=[C:15]([C:18]2[N:45]=[N:46][NH:47][N:19]=2)[CH:16]=[CH:17][C:12]=1[C:10]1[CH:11]=[C:6]([CH2:5][C:4]([OH:3])=[O:34])[CH:7]=[N:8][CH:9]=1)[C:22]([CH:24]1[CH2:25][CH2:26]1)=[O:23])[C:28]1[CH:33]=[CH:32][CH:31]=[CH:30][CH:29]=1, predict the reactants needed to synthesize it. The reactants are: [CH2:1]([O:3][C:4](=[O:34])[CH2:5][C:6]1[CH:7]=[N:8][CH:9]=[C:10]([C:12]2[CH:17]=[CH:16][C:15]([C:18]#[N:19])=[CH:14][C:13]=2[CH2:20][N:21]([CH2:27][C:28]2[CH:33]=[CH:32][CH:31]=[CH:30][CH:29]=2)[C:22]([CH:24]2[CH2:26][CH2:25]2)=[O:23])[CH:11]=1)[CH3:2].C([Sn](=O)CCCC)CCC.[N:45]([Si](C)(C)C)=[N+:46]=[N-:47]. (3) Given the product [NH2:19][O:18][CH2:17][CH2:16][CH2:15][N:14]1[C:6]2[C:5]3[CH:4]=[CH:3][C:2]([Br:1])=[CH:11][C:10]=3[N:9]=[C:8]([NH2:45])[C:7]=2[N:12]=[C:13]1[CH2:30][CH2:31][CH3:32], predict the reactants needed to synthesize it. The reactants are: [Br:1][C:2]1[CH:3]=[CH:4][C:5]2[C:6]3[N:14]([CH2:15][CH2:16][CH2:17][O:18][N:19]4C(=O)C5C(=CC=CC=5)C4=O)[C:13]([CH2:30][CH2:31][CH3:32])=[N:12][C:7]=3[CH:8]=[N:9][C:10]=2[CH:11]=1.C1C=C(Cl)C=C(C(OO)=O)C=1.[OH-].[NH4+:45].C1(C)C=CC(S(Cl)(=O)=O)=CC=1.